Dataset: Reaction yield outcomes from USPTO patents with 853,638 reactions. Task: Predict the reaction yield, written as a fraction of the theoretical maximum amount of product (1.0 means a 100% yield; for example, 0.34 means a 34% yield). The reactants are [C:1]1([CH2:7][C:8]([C:10]2[CH:15]=[CH:14][CH:13]=[CH:12][N:11]=2)=O)[CH:6]=[CH:5][CH:4]=[CH:3][CH:2]=1.[CH2:16]([O:18][C:19]1[CH:20]=[C:21]([CH:24]=[C:25]([N+:28]([O-:30])=[O:29])[C:26]=1[OH:27])[CH:22]=O)[CH3:17].[NH2:31][C:32]([NH2:34])=[O:33].Cl. The catalyst is C(O)C. The product is [CH2:16]([O:18][C:19]1[CH:20]=[C:21]([CH:22]2[C:7]([C:1]3[CH:6]=[CH:5][CH:4]=[CH:3][CH:2]=3)=[C:8]([C:10]3[CH:15]=[CH:14][CH:13]=[CH:12][N:11]=3)[NH:34][C:32](=[O:33])[NH:31]2)[CH:24]=[C:25]([N+:28]([O-:30])=[O:29])[C:26]=1[OH:27])[CH3:17]. The yield is 0.302.